From a dataset of NCI-60 drug combinations with 297,098 pairs across 59 cell lines. Regression. Given two drug SMILES strings and cell line genomic features, predict the synergy score measuring deviation from expected non-interaction effect. (1) Drug 1: CC1=C2C(C(=O)C3(C(CC4C(C3C(C(C2(C)C)(CC1OC(=O)C(C(C5=CC=CC=C5)NC(=O)OC(C)(C)C)O)O)OC(=O)C6=CC=CC=C6)(CO4)OC(=O)C)OC)C)OC. Drug 2: CC1=CC=C(C=C1)C2=CC(=NN2C3=CC=C(C=C3)S(=O)(=O)N)C(F)(F)F. Cell line: M14. Synergy scores: CSS=53.4, Synergy_ZIP=10.8, Synergy_Bliss=9.89, Synergy_Loewe=-26.9, Synergy_HSA=9.33. (2) Drug 1: C#CCC(CC1=CN=C2C(=N1)C(=NC(=N2)N)N)C3=CC=C(C=C3)C(=O)NC(CCC(=O)O)C(=O)O. Drug 2: CC1=C(C(=O)C2=C(C1=O)N3CC4C(C3(C2COC(=O)N)OC)N4)N. Cell line: IGROV1. Synergy scores: CSS=9.36, Synergy_ZIP=-1.14, Synergy_Bliss=-0.285, Synergy_Loewe=-1.39, Synergy_HSA=-3.40.